Binary Classification. Given a T-cell receptor sequence (or CDR3 region) and an epitope sequence, predict whether binding occurs between them. From a dataset of TCR-epitope binding with 47,182 pairs between 192 epitopes and 23,139 TCRs. (1) The epitope is KLNVGDYFV. Result: 1 (the TCR binds to the epitope). The TCR CDR3 sequence is CASSGPKPGLAGSLDTGELFF. (2) The epitope is KLWAQCVQL. The TCR CDR3 sequence is CASSLGGYYEQYF. Result: 1 (the TCR binds to the epitope). (3) The epitope is LEPLVDLPI. The TCR CDR3 sequence is CAISLLAGIAHEQYF. Result: 1 (the TCR binds to the epitope). (4) The epitope is VLWAHGFEL. The TCR CDR3 sequence is CASSLVYNEQFF. Result: 1 (the TCR binds to the epitope). (5) The epitope is IVDTVSALV. The TCR CDR3 sequence is CAISDGGGPSTDTQYF. Result: 1 (the TCR binds to the epitope). (6) The epitope is WICLLQFAY. The TCR CDR3 sequence is CASSKGIAGGPSDTQYF. Result: 1 (the TCR binds to the epitope). (7) The TCR CDR3 sequence is CASRTSGEETQYF. The epitope is IIKDYGKQM. Result: 1 (the TCR binds to the epitope).